Dataset: Catalyst prediction with 721,799 reactions and 888 catalyst types from USPTO. Task: Predict which catalyst facilitates the given reaction. (1) Reactant: Cl[C:2]1[C:7]([Cl:8])=[N:6][CH:5]=[CH:4][N:3]=1.[Cl:9][C:10]1[S:14][C:13]([S:15]([NH2:18])(=[O:17])=[O:16])=[CH:12][CH:11]=1.C(=O)([O-])[O-].[K+].[K+].C(O)(=O)[CH2:26][C:27]([CH2:32][C:33](O)=O)([C:29]([OH:31])=[O:30])O. The catalyst class is: 9. Product: [C:29]([O:31][CH2:7][CH3:2])(=[O:30])[CH3:27].[CH3:10][CH2:33][CH2:32][CH:27]([CH3:26])[CH3:29].[Cl:9][C:10]1[S:14][C:13]([S:15]([NH:18][C:2]2[C:7]([Cl:8])=[N:6][CH:5]=[CH:4][N:3]=2)(=[O:17])=[O:16])=[CH:12][CH:11]=1. (2) Reactant: [NH2:1][C:2]1[C:7]([CH3:8])=[CH:6][C:5]([Br:9])=[CH:4][N:3]=1.[CH3:10][C:11](=O)[CH2:12][CH2:13][C:14](=O)[CH3:15]. The catalyst class is: 743. Product: [Br:9][C:5]1[CH:6]=[C:7]([CH3:8])[C:2]([N:1]2[C:14]([CH3:15])=[CH:13][CH:12]=[C:11]2[CH3:10])=[N:3][CH:4]=1.